This data is from NCI-60 drug combinations with 297,098 pairs across 59 cell lines. The task is: Regression. Given two drug SMILES strings and cell line genomic features, predict the synergy score measuring deviation from expected non-interaction effect. (1) Drug 1: CC1=C2C(C(=O)C3(C(CC4C(C3C(C(C2(C)C)(CC1OC(=O)C(C(C5=CC=CC=C5)NC(=O)C6=CC=CC=C6)O)O)OC(=O)C7=CC=CC=C7)(CO4)OC(=O)C)O)C)OC(=O)C. Drug 2: C1=NC2=C(N1)C(=S)N=CN2. Cell line: 786-0. Synergy scores: CSS=75.1, Synergy_ZIP=-2.05, Synergy_Bliss=-2.95, Synergy_Loewe=-3.52, Synergy_HSA=-1.62. (2) Drug 2: C1CC(C1)(C(=O)O)C(=O)O.[NH2-].[NH2-].[Pt+2]. Drug 1: CS(=O)(=O)C1=CC(=C(C=C1)C(=O)NC2=CC(=C(C=C2)Cl)C3=CC=CC=N3)Cl. Cell line: OVCAR-4. Synergy scores: CSS=18.9, Synergy_ZIP=-8.28, Synergy_Bliss=-2.76, Synergy_Loewe=-6.27, Synergy_HSA=-3.42. (3) Drug 1: C1=CC(=CC=C1CCCC(=O)O)N(CCCl)CCCl. Cell line: SK-MEL-2. Drug 2: C1=NC(=NC(=O)N1C2C(C(C(O2)CO)O)O)N. Synergy scores: CSS=19.8, Synergy_ZIP=-5.18, Synergy_Bliss=1.89, Synergy_Loewe=-2.68, Synergy_HSA=2.23.